This data is from Forward reaction prediction with 1.9M reactions from USPTO patents (1976-2016). The task is: Predict the product of the given reaction. (1) The product is: [CH:1]1([N:7]2[CH2:12][CH2:11][N:10]([C:13]3[CH:14]=[CH:15][C:16]([C:19]4[CH:24]=[CH:23][C:22]([C:25]5[CH:26]=[CH:27][C:28]([C:31]([O:33][N:41]6[C:45]7[CH:46]=[CH:47][CH:48]=[CH:49][C:44]=7[N:43]=[N:42]6)=[O:32])=[CH:29][CH:30]=5)=[CH:21][CH:20]=4)=[CH:17][CH:18]=3)[CH2:9][CH2:8]2)[CH2:2][CH2:3][CH2:4][CH2:5][CH2:6]1. Given the reactants [CH:1]1([N:7]2[CH2:12][CH2:11][N:10]([C:13]3[CH:18]=[CH:17][C:16]([C:19]4[CH:24]=[CH:23][C:22]([C:25]5[CH:30]=[CH:29][C:28]([C:31]([OH:33])=[O:32])=[CH:27][CH:26]=5)=[CH:21][CH:20]=4)=[CH:15][CH:14]=3)[CH2:9][CH2:8]2)[CH2:6][CH2:5][CH2:4][CH2:3][CH2:2]1.F[P-](F)(F)(F)(F)F.[N:41]1(OC(N(C)C)=[N+](C)C)[C:45]2[CH:46]=[CH:47][CH:48]=[CH:49][C:44]=2[N:43]=[N:42]1.C(N(CC)C(C)C)(C)C.O, predict the reaction product. (2) Given the reactants Br[C:2]1[CH:3]=[C:4]2[C:9](=[CH:10][CH:11]=1)[CH:8]=[N:7][CH:6]=[CH:5]2.O.[NH3:13].[OH-].[Na+], predict the reaction product. The product is: [NH2:13][C:2]1[CH:3]=[C:4]2[C:9](=[CH:10][CH:11]=1)[CH:8]=[N:7][CH:6]=[CH:5]2.